This data is from Full USPTO retrosynthesis dataset with 1.9M reactions from patents (1976-2016). The task is: Predict the reactants needed to synthesize the given product. (1) Given the product [Cl:1][C:2]1[CH:10]=[CH:9][C:5]([C:6]([NH:49][C:45]([CH3:46])([C:47]#[CH:48])[CH3:44])=[O:8])=[C:4]([NH:11][CH2:12][CH3:13])[N:3]=1, predict the reactants needed to synthesize it. The reactants are: [Cl:1][C:2]1[CH:10]=[CH:9][C:5]([C:6]([OH:8])=O)=[C:4]([NH:11][CH2:12][CH3:13])[N:3]=1.CCN=C=NCCCN(C)C.C1C=CC2N(O)N=NC=2C=1.CCN(C(C)C)C(C)C.[CH3:44][C:45]([NH2:49])([C:47]#[CH:48])[CH3:46]. (2) Given the product [C:18]([O:22][C:23]([NH:11][CH2:10][CH2:9][C:8]1[C:4]2[CH:3]=[CH:2][S:1][C:5]=2[NH:6][CH:7]=1)=[O:24])([CH3:21])([CH3:20])[CH3:19], predict the reactants needed to synthesize it. The reactants are: [S:1]1[C:5]2[NH:6][CH:7]=[C:8]([CH2:9][CH2:10][NH2:11])[C:4]=2[CH:3]=[CH:2]1.C([O-])([O-])=O.[K+].[K+].[C:18]([O:22][C:23](O[C:23]([O:22][C:18]([CH3:21])([CH3:20])[CH3:19])=[O:24])=[O:24])([CH3:21])([CH3:20])[CH3:19]. (3) Given the product [Cl:1][C:2]1[CH:3]=[C:4]2[C:10]([C:11]3[N:16]=[C:15]([NH:17][C@H:18]4[CH2:23][CH2:22][CH2:21][CH2:20][C@@H:19]4[C:24]([O:26][CH2:31][CH3:32])=[O:25])[C:14]([F:27])=[CH:13][N:12]=3)=[CH:9][NH:8][C:5]2=[N:6][CH:7]=1, predict the reactants needed to synthesize it. The reactants are: [Cl:1][C:2]1[CH:3]=[C:4]2[C:10]([C:11]3[N:16]=[C:15]([NH:17][C@H:18]4[CH2:23][CH2:22][CH2:21][CH2:20][C@@H:19]4[C:24]([OH:26])=[O:25])[C:14]([F:27])=[CH:13][N:12]=3)=[CH:9][NH:8][C:5]2=[N:6][CH:7]=1.Cl.[OH-].[Na+].[CH2:31](O)[CH3:32]. (4) Given the product [C:28]1([C:16]2[C:17]([N:18]([C:36]3[CH:37]=[CH:38][CH:39]=[CH:40][CH:41]=3)[C:19]3[CH:24]=[CH:23][CH:22]=[CH:21][CH:20]=3)=[C:25]([O:46][CH3:43])[C:26]([C:8]3[CH:13]=[CH:12][CH:11]=[CH:10][CH:9]=3)=[C:14]([C:11]3[CH:12]=[CH:13][C:8]([NH2:7])=[CH:9][CH:10]=3)[CH:15]=2)[CH:33]=[CH:32][CH:31]=[CH:30][CH:29]=1, predict the reactants needed to synthesize it. The reactants are: C1([NH:7][C:8]2[CH:13]=[CH:12][C:11]([C:14]3[CH:26]=[CH:25][C:17]([NH:18][C:19]4[CH:24]=[CH:23][CH:22]=[CH:21][CH:20]=4)=[CH:16][CH:15]=3)=[CH:10][CH:9]=2)C=CC=CC=1.I[C:28]1[CH:33]=[CH:32][CH:31]=[CH:30][CH:29]=1.CO[C:36]1[CH:41]=[CH:40][C:39](I)=[CH:38][CH:37]=1.[C:43](=[O:46])([O-])[O-].[K+].[K+].